This data is from Reaction yield outcomes from USPTO patents with 853,638 reactions. The task is: Predict the reaction yield, written as a fraction of the theoretical maximum amount of product (1.0 means a 100% yield; for example, 0.34 means a 34% yield). (1) The reactants are [CH3:1][O:2][C:3](=[O:16])[CH2:4][C:5]1[CH:6]=[N:7][C:8]([CH2:14][CH3:15])=[C:9]([CH2:11][CH:12]=O)[CH:10]=1.Cl.NO.C([N:22](CC)CC)C.C1(=O)OC(=O)C2=CC=CC=C12. The catalyst is C(#N)C.O. The product is [CH3:1][O:2][C:3](=[O:16])[CH2:4][C:5]1[CH:6]=[N:7][C:8]([CH2:14][CH3:15])=[C:9]([CH2:11][C:12]#[N:22])[CH:10]=1. The yield is 0.800. (2) The yield is 0.0900. The product is [F:1][C:2]1[CH:3]=[CH:4][CH:5]=[C:6]2[C:11]=1[N:10]=[C:9]([C:12]([NH2:33])=[O:13])[CH:8]=[C:7]2[C:15]1[CH:20]=[CH:19][C:18]([F:21])=[CH:17][CH:16]=1. The reactants are [F:1][C:2]1[CH:3]=[CH:4][CH:5]=[C:6]2[C:11]=1[N:10]=[C:9]([C:12](O)=[O:13])[CH:8]=[C:7]2[C:15]1[CH:20]=[CH:19][C:18]([F:21])=[CH:17][CH:16]=1.C([O-])=O.[NH4+].F[P-](F)(F)(F)(F)F.[N:33]1(O[P+](N(C)C)(N(C)C)N(C)C)C2C=CC=CC=2N=N1.C(N(CC)CC)C. The catalyst is C(Cl)Cl.CN(C=O)C. (3) The reactants are [CH3:1][N:2]1[C@@H:19]2[CH2:20][C:7]3=[CH:8][CH:9]=[C:10]([OH:21])[C:11]4[O:12][C@H:13]5[C:14]([CH2:16][CH2:17][C@@H:18]2[C@:5]5([C:6]=43)[CH2:4][CH2:3]1)=[O:15].[O-][CH2:23]C.[Na+].OS(O)(=O)=O.[OH-].[Na+]. The catalyst is [Cl-].C1([N+](C)(C)C)C=CC=CC=1.C(O)C.C1(C)C=CC=CC=1. The product is [CH3:1][N:2]1[C@@H:19]2[CH2:20][C:7]3[CH:8]=[CH:9][C:10]([O:21][CH3:23])=[C:11]4[O:12][C@H:13]5[C:14]([CH2:16][CH2:17][C@@H:18]2[C@:5]5([C:6]=34)[CH2:4][CH2:3]1)=[O:15]. The yield is 0.709. (4) The yield is 0.400. The catalyst is CN(C=O)C. The product is [CH2:24]([O:23][C:21](=[O:22])[CH2:20][N:9]1[C:10]2[C:11](=[O:12])[N:2]([CH3:1])[C:3](=[O:4])[NH:5][C:6]=2[N:7]=[CH:8]1)[CH3:25]. The reactants are [CH3:1][N:2]1[C:11](=[O:12])[C:10]2[NH:9][CH:8]=[N:7][C:6]=2[NH:5][C:3]1=[O:4].C(=O)([O-])[O-].[K+].[K+].Cl[CH2:20][C:21]([O:23][CH2:24][CH3:25])=[O:22]. (5) The reactants are [CH:1]([O:4][C:5](=O)[CH:6]([O:18]C(C)C)[NH:7][C:8]([O:10][CH2:11][C:12]1[CH:17]=[CH:16][CH:15]=[CH:14][CH:13]=1)=[O:9])([CH3:3])[CH3:2].[NH3:23]. The catalyst is C(O)C. The product is [CH:1]([O:4][CH:5]([C:6]([NH:7][C:8]([O:10][CH2:11][C:12]1[CH:17]=[CH:16][CH:15]=[CH:14][CH:13]=1)=[O:9])=[O:18])[NH2:23])([CH3:3])[CH3:2]. The yield is 0.770. (6) The reactants are [OH-].[NH4+:2].[C:3]([C:10]1[S:14][C:13]([N+:15]([O-:17])=[O:16])=[C:12]([S:18](Cl)(=[O:20])=[O:19])[C:11]=1[CH2:22][NH:23][S:24]([CH3:27])(=[O:26])=[O:25])([O:5][C:6]([CH3:9])([CH3:8])[CH3:7])=[O:4]. The catalyst is C(#N)C. The product is [C:3]([C:10]1[S:14][C:13]([N+:15]([O-:17])=[O:16])=[C:12]([S:18]([NH2:2])(=[O:20])=[O:19])[C:11]=1[CH2:22][NH:23][S:24]([CH3:27])(=[O:26])=[O:25])([O:5][C:6]([CH3:9])([CH3:8])[CH3:7])=[O:4]. The yield is 0.840.